This data is from Forward reaction prediction with 1.9M reactions from USPTO patents (1976-2016). The task is: Predict the product of the given reaction. (1) Given the reactants CS([O:5][CH:6]1[CH2:9][N:8]([C:10]2[CH:11]=[CH:12][C:13]3[N:14]([C:16]([C:19]([F:22])([F:21])[F:20])=[N:17][N:18]=3)[N:15]=2)[CH2:7]1)(=O)=O.[F:23][C:24]1[CH:25]=[C:26](O)[CH:27]=[CH:28][CH:29]=1.C(=O)([O-])[O-].[K+].[K+], predict the reaction product. The product is: [F:23][C:24]1[CH:29]=[C:28]([CH:27]=[CH:26][CH:25]=1)[O:5][CH:6]1[CH2:9][N:8]([C:10]2[CH:11]=[CH:12][C:13]3[N:14]([C:16]([C:19]([F:22])([F:21])[F:20])=[N:17][N:18]=3)[N:15]=2)[CH2:7]1. (2) Given the reactants [O:1]1[C:5]2[CH:6]=[CH:7][C:8]([CH2:10][NH:11][C:12]3[CH:17]=[CH:16][C:15]([N+:18]([O-])=O)=[C:14]([N:21]4[CH2:25][CH2:24][CH2:23][CH2:22]4)[N:13]=3)=[CH:9][C:4]=2[O:3][CH2:2]1.O.NN.N#N.[CH3:31][C:32]([CH3:38])([CH3:37])[CH2:33][C:34](Cl)=[O:35].C([O-])(O)=O.[Na+], predict the reaction product. The product is: [O:1]1[C:5]2[CH:6]=[CH:7][C:8]([CH2:10][NH:11][C:12]3[N:13]=[C:14]([N:21]4[CH2:25][CH2:24][CH2:23][CH2:22]4)[C:15]([NH:18][C:34](=[O:35])[CH2:33][C:32]([CH3:38])([CH3:37])[CH3:31])=[CH:16][CH:17]=3)=[CH:9][C:4]=2[O:3][CH2:2]1. (3) Given the reactants Br[C:2]1[N:3]=[C:4]2[C:10]([C:11]([NH:13][C:14]([CH3:17])([CH3:16])[CH3:15])=[O:12])=[CH:9][N:8]([CH2:18][O:19][CH2:20][CH2:21][Si:22]([CH3:25])([CH3:24])[CH3:23])[C:5]2=[N:6][CH:7]=1.[F:26][C:27]1[CH:35]=[C:34]2[C:30]([C:31]([Sn](CCCC)(CCCC)CCCC)=[N:32][N:33]2[CH3:36])=[CH:29][CH:28]=1, predict the reaction product. The product is: [C:14]([NH:13][C:11]([C:10]1[C:4]2[C:5](=[N:6][CH:7]=[C:2]([C:31]3[C:30]4[C:34](=[CH:35][C:27]([F:26])=[CH:28][CH:29]=4)[N:33]([CH3:36])[N:32]=3)[N:3]=2)[N:8]([CH2:18][O:19][CH2:20][CH2:21][Si:22]([CH3:25])([CH3:24])[CH3:23])[CH:9]=1)=[O:12])([CH3:17])([CH3:16])[CH3:15]. (4) Given the reactants [C:1]([CH2:4][CH2:5][CH2:6][CH2:7][CH2:8][N+:9]1[C:17]2[C:12](=[CH:13][C:14]([S:18]([OH:21])(=[O:20])=[O:19])=[CH:15][CH:16]=2)[C:11]([CH3:29])([CH2:22][CH2:23][CH2:24][S:25]([OH:28])(=[O:27])=[O:26])[C:10]=1/[CH:30]=[CH:31]/NC1C=CC=CC=1)([OH:3])=[O:2].[CH3:39][O:40][CH2:41][CH2:42][N+:43]1[C:51]2[C:46](=[CH:47][C:48]([S:52]([OH:55])(=[O:54])=[O:53])=[CH:49][CH:50]=2)[C:45]([CH3:63])([CH2:56][CH2:57][CH2:58][S:59]([OH:62])(=[O:61])=[O:60])[C:44]=1[CH3:64].C([O-])(=O)C.[Na+:69].C(OCC)C, predict the reaction product. The product is: [Na+:69].[Na+:69].[Na+:69].[C:1]([CH2:4][CH2:5][CH2:6][CH2:7][CH2:8][N:9]1[C:17]2[C:12](=[CH:13][C:14]([S:18]([OH:21])(=[O:20])=[O:19])=[CH:15][CH:16]=2)[C:11]([CH3:29])([CH2:22][CH2:23][CH2:24][S:25]([OH:28])(=[O:26])=[O:27])/[C:10]/1=[CH:30]\[CH:31]=[CH:64]\[C:44]1[C:45]([CH3:63])([CH2:56][CH2:57][CH2:58][S:59]([OH:62])(=[O:61])=[O:60])[C:46]2[C:51](=[CH:50][CH:49]=[C:48]([S:52]([OH:55])(=[O:53])=[O:54])[CH:47]=2)[N+:43]=1[CH2:42][CH2:41][O:40][CH3:39])([OH:3])=[O:2]. (5) Given the reactants [O-:1][N+:2]1[O:6][N:5]=[C:4]([O:7][CH2:8][CH2:9][C:10]([O:12]C(C)(C)C)=[O:11])[C:3]=1[S:17]([C:20]1[CH:25]=[CH:24][CH:23]=[CH:22][CH:21]=1)(=[O:19])=[O:18].C(O)(C(F)(F)F)=O, predict the reaction product. The product is: [O-:1][N+:2]1[O:6][N:5]=[C:4]([O:7][CH2:8][CH2:9][C:10]([OH:12])=[O:11])[C:3]=1[S:17]([C:20]1[CH:25]=[CH:24][CH:23]=[CH:22][CH:21]=1)(=[O:18])=[O:19]. (6) Given the reactants [Br:1][C:2]1[CH:3]=[C:4]([OH:8])[CH:5]=[N:6][CH:7]=1.C(=O)([O-])[O-].[K+].[K+].Cl[C:16]([F:21])([F:20])C(O)=O.O, predict the reaction product. The product is: [Br:1][C:2]1[CH:7]=[N:6][CH:5]=[C:4]([O:8][CH:16]([F:21])[F:20])[CH:3]=1. (7) The product is: [NH2:25][C@@H:14]1[CH2:15][CH2:16][CH2:17][C@H:18]([C:19]2[CH:20]=[CH:21][CH:22]=[CH:23][CH:24]=2)[N:12]([CH2:11][CH:8]2[CH2:9][CH2:10]2)[C:13]1=[O:33]. Given the reactants FC(F)(F)C(O)=O.[CH:8]1([CH2:11][N:12]2[C@@H:18]([C:19]3[CH:24]=[CH:23][CH:22]=[CH:21][CH:20]=3)[CH2:17][CH2:16][CH2:15][C@@H:14]([NH:25]C(=O)OC(C)(C)C)[C:13]2=[O:33])[CH2:10][CH2:9]1, predict the reaction product.